This data is from Forward reaction prediction with 1.9M reactions from USPTO patents (1976-2016). The task is: Predict the product of the given reaction. (1) Given the reactants [C:1]([O:4][CH2:5][C:6]1[CH:15]=[CH:14][C:9]([C:10]([O:12][CH3:13])=[O:11])=[CH:8][C:7]=1Br)(=[O:3])[CH3:2].CC([O-])=O.[K+].[CH3:22][C:23]1([CH3:39])[C:27]([CH3:29])([CH3:28])[O:26][B:25]([B:25]2[O:26][C:27]([CH3:29])([CH3:28])[C:23]([CH3:39])([CH3:22])[O:24]2)[O:24]1, predict the reaction product. The product is: [C:1]([O:4][CH2:5][C:6]1[CH:15]=[CH:14][C:9]([C:10]([O:12][CH3:13])=[O:11])=[CH:8][C:7]=1[B:25]1[O:26][C:27]([CH3:29])([CH3:28])[C:23]([CH3:39])([CH3:22])[O:24]1)(=[O:3])[CH3:2]. (2) The product is: [NH:22]=[C:23]1[N:8]([CH:9]2[CH2:14][CH2:13][CH2:12][N:11]([C:15]([O:17][C:18]([CH3:21])([CH3:20])[CH3:19])=[O:16])[CH2:10]2)[C:3]2[CH:4]=[CH:5][CH:6]=[CH:7][C:2]=2[NH:1]1. Given the reactants [NH2:1][C:2]1[CH:7]=[CH:6][CH:5]=[CH:4][C:3]=1[NH:8][CH:9]1[CH2:14][CH2:13][CH2:12][N:11]([C:15]([O:17][C:18]([CH3:21])([CH3:20])[CH3:19])=[O:16])[CH2:10]1.[N:22]#[C:23]Br.C([O-])(O)=O.[Na+], predict the reaction product. (3) Given the reactants [F:1][C:2]([F:25])([F:24])[C:3]1[CH:4]=[C:5]([CH:9]([N:11]2[CH2:16][CH2:15][N:14](C(OC(C)(C)C)=O)[CH2:13][CH2:12]2)[CH3:10])[CH:6]=[CH:7][CH:8]=1.[ClH:26].C1(N)C(F)=C(F)C(F)=C(N)C=1F.Cl.Cl, predict the reaction product. The product is: [ClH:26].[ClH:26].[F:25][C:2]([F:1])([F:24])[C:3]1[CH:4]=[C:5]([CH:9]([N:11]2[CH2:16][CH2:15][NH:14][CH2:13][CH2:12]2)[CH3:10])[CH:6]=[CH:7][CH:8]=1.